This data is from Catalyst prediction with 721,799 reactions and 888 catalyst types from USPTO. The task is: Predict which catalyst facilitates the given reaction. (1) Reactant: [CH2:1]([O:7][C:8]1[CH:13]=[CH:12][C:11](B(O)O)=[CH:10][CH:9]=1)[CH2:2][CH2:3][CH2:4][CH2:5][CH3:6].[I:17][C:18]1[CH:19]=[N:20][NH:21][CH:22]=1.N1C=CC=CC=1. Product: [CH2:1]([O:7][C:8]1[CH:13]=[CH:12][C:11]([N:20]2[CH:19]=[C:18]([I:17])[CH:22]=[N:21]2)=[CH:10][CH:9]=1)[CH2:2][CH2:3][CH2:4][CH2:5][CH3:6]. The catalyst class is: 2. (2) Reactant: [C:1]1([C:7]2([C:17]3[CH:22]=[CH:21][CH:20]=[CH:19][CH:18]=3)[CH:11]3[CH2:12][NH:13][CH2:14][CH2:15][N:10]3[C:9](=[O:16])[O:8]2)[CH:6]=[CH:5][CH:4]=[CH:3][CH:2]=1.[N:23]1[C:32]2[C:27](=[CH:28][C:29]([C:33](O)=[O:34])=[CH:30][CH:31]=2)[CH:26]=[CH:25][CH:24]=1.ON1C2C=CC=CC=2N=N1.Cl.C(N=C=NCCCN(C)C)C. The catalyst class is: 35. Product: [C:17]1([C:7]2([C:1]3[CH:6]=[CH:5][CH:4]=[CH:3][CH:2]=3)[CH:11]3[CH2:12][N:13]([C:33]([C:29]4[CH:28]=[C:27]5[C:32](=[CH:31][CH:30]=4)[N:23]=[CH:24][CH:25]=[CH:26]5)=[O:34])[CH2:14][CH2:15][N:10]3[C:9](=[O:16])[O:8]2)[CH:18]=[CH:19][CH:20]=[CH:21][CH:22]=1. (3) The catalyst class is: 9. Reactant: C(OC(N[C@H]1CC[C@H](C(O)=O)CC1)=O)C1C=CC=CC=1.[Br:21][C:22]1[N:23]=[C:24]([C@H:32]2[CH2:37][CH2:36][C@H:35]([NH2:38])[CH2:34][CH2:33]2)[N:25]2[CH:30]=[CH:29][N:28]=[C:27]([CH3:31])[C:26]=12.C(=O)([O-])[O-].[K+].[K+].Br[CH2:46][CH:47]([F:49])[F:48]. Product: [Br:21][C:22]1[N:23]=[C:24]([C@H:32]2[CH2:37][CH2:36][C@H:35]([NH:38][CH2:46][CH:47]([F:49])[F:48])[CH2:34][CH2:33]2)[N:25]2[CH:30]=[CH:29][N:28]=[C:27]([CH3:31])[C:26]=12. (4) Reactant: [CH3:1][O:2][C:3]1[CH:17]=[CH:16][C:6]([O:7][C:8]2[CH:9]=[C:10]([CH2:14][OH:15])[CH:11]=[CH:12][CH:13]=2)=[CH:5][CH:4]=1.[CH3:18][S:19](Cl)(=[O:21])=[O:20].C(N(CC)CC)C. Product: [CH3:1][O:2][C:3]1[CH:17]=[CH:16][C:6]([O:7][C:8]2[CH:9]=[C:10]([CH:11]=[CH:12][CH:13]=2)[CH2:14][O:15][S:19]([CH3:18])(=[O:21])=[O:20])=[CH:5][CH:4]=1. The catalyst class is: 4. (5) The catalyst class is: 1. Reactant: [F:1][C:2]([F:19])([C:7]1[CH:11]=[C:10]([NH2:12])[N:9]([C:13]2[CH:18]=[CH:17][CH:16]=[CH:15][CH:14]=2)[N:8]=1)[C:3]([F:6])([F:5])[F:4].C(=O)([O-])[O-].[K+].[K+].Cl[C:27]([O:29][C:30]1[CH:35]=[CH:34][CH:33]=[CH:32][CH:31]=1)=[O:28]. Product: [F:19][C:2]([F:1])([C:7]1[CH:11]=[C:10]([NH:12][C:27](=[O:28])[O:29][C:30]2[CH:35]=[CH:34][CH:33]=[CH:32][CH:31]=2)[N:9]([C:13]2[CH:14]=[CH:15][CH:16]=[CH:17][CH:18]=2)[N:8]=1)[C:3]([F:6])([F:5])[F:4]. (6) Reactant: [Si:1]([O:18][CH2:19][C:20]1[CH:21]=[C:22]([C:27]2[CH:32]=[CH:31][C:30]([F:33])=[CH:29][CH:28]=2)[C:23](=[O:26])[NH:24][N:25]=1)([C:14]([CH3:17])([CH3:16])[CH3:15])([C:8]1[CH:13]=[CH:12][CH:11]=[CH:10][CH:9]=1)[C:2]1[CH:7]=[CH:6][CH:5]=[CH:4][CH:3]=1.[O:34]1[CH:39]=[CH:38][CH2:37][CH2:36][CH2:35]1.CC1C=CC(S([O-])(=O)=O)=CC=1.C1C=C[NH+]=CC=1.C([O-])(O)=O.[Na+]. Product: [Si:1]([O:18][CH2:19][C:20]1[CH:21]=[C:22]([C:27]2[CH:28]=[CH:29][C:30]([F:33])=[CH:31][CH:32]=2)[C:23](=[O:26])[N:24]([CH:35]2[CH2:36][CH2:37][CH2:38][CH2:39][O:34]2)[N:25]=1)([C:14]([CH3:17])([CH3:15])[CH3:16])([C:2]1[CH:7]=[CH:6][CH:5]=[CH:4][CH:3]=1)[C:8]1[CH:9]=[CH:10][CH:11]=[CH:12][CH:13]=1. The catalyst class is: 11. (7) Reactant: [SH:1][CH2:2][CH:3]([CH2:5][OH:6])[OH:4].[CH3:7][CH2:8][CH2:9][C@H:10]([NH:17][C:18](/[C:20](/[C:29]#[N:30])=[CH:21]/[C:22]1[CH:27]=[CH:26][CH:25]=[C:24]([Br:28])[N:23]=1)=[O:19])[C:11]1[CH:16]=[CH:15][CH:14]=[CH:13][CH:12]=1.O.ClCCl. Product: [Br:28][C:24]1[N:23]=[C:22]([CH:21]([S:1][CH2:2][CH:3]([OH:4])[CH2:5][OH:6])[CH:20]([C:29]#[N:30])[C:18]([NH:17][C@H:10]([C:11]2[CH:12]=[CH:13][CH:14]=[CH:15][CH:16]=2)[CH2:9][CH2:8][CH3:7])=[O:19])[CH:27]=[CH:26][CH:25]=1. The catalyst class is: 10. (8) Reactant: [CH:1]1([C:4]2[CH:8]=[CH:7][N:6](S(C3C=CC=CC=3)(=O)=O)[C:5]=2[C:18]([O:20]C)=[O:19])[CH2:3][CH2:2]1.[OH-].[Li+]. Product: [CH:1]1([C:4]2[CH:8]=[CH:7][NH:6][C:5]=2[C:18]([OH:20])=[O:19])[CH2:2][CH2:3]1. The catalyst class is: 30. (9) Reactant: [N+:1]([C:4]1[CH:9]=[CH:8][C:7]([C:10]2[O:14][C:13]([OH:15])=[N:12][N:11]=2)=[CH:6][CH:5]=1)([O-])=O.[H][H]. Product: [NH2:1][C:4]1[CH:5]=[CH:6][C:7]([C:10]2[O:14][C:13]([OH:15])=[N:12][N:11]=2)=[CH:8][CH:9]=1. The catalyst class is: 19.